The task is: Predict the reactants needed to synthesize the given product.. This data is from Full USPTO retrosynthesis dataset with 1.9M reactions from patents (1976-2016). (1) Given the product [CH2:1]([N:8]([CH2:18][C:19]1[CH:24]=[CH:23][CH:22]=[CH:21][CH:20]=1)[C:9]1[C:10]([O:85][CH3:84])=[CH:11][C:12]([N:28]2[CH2:29][CH2:30][N:25]([C:31]([O:33][C:34]([CH3:37])([CH3:36])[CH3:35])=[O:32])[CH2:26][CH2:27]2)=[C:13]([CH3:15])[CH:14]=1)[C:2]1[CH:7]=[CH:6][CH:5]=[CH:4][CH:3]=1, predict the reactants needed to synthesize it. The reactants are: [CH2:1]([N:8]([CH2:18][C:19]1[CH:24]=[CH:23][CH:22]=[CH:21][CH:20]=1)[C:9]1[CH:14]=[C:13]([CH3:15])[C:12](Br)=[CH:11][C:10]=1F)[C:2]1[CH:7]=[CH:6][CH:5]=[CH:4][CH:3]=1.[N:25]1([C:31]([O:33][C:34]([CH3:37])([CH3:36])[CH3:35])=[O:32])[CH2:30][CH2:29][NH:28][CH2:27][CH2:26]1.C1(P(C2C=CC=CC=2)C2C=CC3C(=CC=CC=3)C=2C2C3C(=CC=CC=3)C=CC=2P(C2C=CC=CC=2)C2C=CC=CC=2)C=CC=CC=1.[C:84](=O)([O-])[O-:85].[Cs+].[Cs+]. (2) The reactants are: S(Cl)([Cl:3])=O.N1C=CC=CC=1.[N:11]1[CH:16]=[CH:15][CH:14]=[CH:13][C:12]=1[O:17][C:18]1[CH:23]=[CH:22][C:21]([CH2:24]O)=[CH:20][CH:19]=1.C(=O)(O)[O-].[Na+]. Given the product [N:11]1[CH:16]=[CH:15][CH:14]=[CH:13][C:12]=1[O:17][C:18]1[CH:23]=[CH:22][C:21]([CH2:24][Cl:3])=[CH:20][CH:19]=1, predict the reactants needed to synthesize it.